From a dataset of Full USPTO retrosynthesis dataset with 1.9M reactions from patents (1976-2016). Predict the reactants needed to synthesize the given product. (1) Given the product [Cl:12][C:13]1[CH:18]=[CH:17][CH:16]=[CH:15][C:14]=1[CH2:19][C:20]1[N:7]([CH2:6][CH2:5][CH2:4][N:3]([CH2:1][CH3:2])[CH2:10][CH3:11])[C:8](=[S:9])[NH:23][N:22]=1, predict the reactants needed to synthesize it. The reactants are: [CH2:1]([N:3]([CH2:10][CH3:11])[CH2:4][CH2:5][CH2:6][N:7]=[C:8]=[S:9])[CH3:2].[Cl:12][C:13]1[CH:18]=[CH:17][CH:16]=[CH:15][C:14]=1[CH2:19][C:20]([NH:22][NH2:23])=O. (2) The reactants are: Br[C:2]1[C:3]([NH:9][CH2:10][C:11]([O:13]CC)=O)=[N:4][CH:5]=[C:6]([Br:8])[N:7]=1.[CH3:16][O:17][CH2:18][CH2:19][NH2:20].C(N(C(C)C)CC)(C)C.C(OCC)(=O)C.O. Given the product [Br:8][C:6]1[N:7]=[C:2]2[N:20]([CH2:19][CH2:18][O:17][CH3:16])[C:11](=[O:13])[CH2:10][NH:9][C:3]2=[N:4][CH:5]=1, predict the reactants needed to synthesize it. (3) Given the product [C:17]([C:16]1[CH:20]=[CH:21][C:13]([O:12][C:11]2[C:10]([Cl:22])=[C:9]3[C:4]([CH:5]([C:23]([O:25][CH2:26][CH3:27])=[O:24])[CH2:6][CH2:7][O:8]3)=[CH:3][C:2]=2[Cl:1])=[CH:14][CH:15]=1)(=[O:18])[NH2:34], predict the reactants needed to synthesize it. The reactants are: [Cl:1][C:2]1[CH:3]=[C:4]2[C:9](=[C:10]([Cl:22])[C:11]=1[O:12][C:13]1[CH:21]=[CH:20][C:16]([C:17](O)=[O:18])=[CH:15][CH:14]=1)[O:8][CH2:7][CH2:6][CH:5]2[C:23]([O:25][CH2:26][CH3:27])=[O:24].C(Cl)(=O)C(Cl)=O.[NH3:34]. (4) The reactants are: C([O:3][C:4]([C:6]1[CH:15]=[C:14]([O:16][CH2:17][C:18]([N:20]2[CH2:24][CH2:23][CH2:22][C@H:21]2[C:25](=[O:31])[NH:26][CH:27]2[CH2:30][CH2:29][CH2:28]2)=[O:19])[C:13]2[C:8](=[CH:9][C:10]([CH3:33])=[C:11]([Cl:32])[CH:12]=2)[N:7]=1)=[O:5])C.[OH-].[Na+]. Given the product [Cl:32][C:11]1[CH:12]=[C:13]2[C:8](=[CH:9][C:10]=1[CH3:33])[N:7]=[C:6]([C:4]([OH:5])=[O:3])[CH:15]=[C:14]2[O:16][CH2:17][C:18]([N:20]1[CH2:24][CH2:23][CH2:22][C@H:21]1[C:25](=[O:31])[NH:26][CH:27]1[CH2:28][CH2:29][CH2:30]1)=[O:19], predict the reactants needed to synthesize it. (5) Given the product [CH:25]1([C:28]#[C:29][C:2]2[S:3][CH:4]=[C:5]([CH2:7][O:8][N:9]=[C:10]([N:17]3[C:21]([CH3:22])=[N:20][N:19]=[N:18]3)[C:11]3[CH:16]=[CH:15][CH:14]=[CH:13][CH:12]=3)[N:6]=2)[CH2:27][CH2:26]1, predict the reactants needed to synthesize it. The reactants are: Br[C:2]1[S:3][CH:4]=[C:5]([CH2:7][O:8][N:9]=[C:10]([N:17]2[C:21]([CH3:22])=[N:20][N:19]=[N:18]2)[C:11]2[CH:16]=[CH:15][CH:14]=[CH:13][CH:12]=2)[N:6]=1.N#N.[CH:25]1([C:28]#[CH:29])[CH2:27][CH2:26]1.C(N(CC)CC)C.